This data is from Full USPTO retrosynthesis dataset with 1.9M reactions from patents (1976-2016). The task is: Predict the reactants needed to synthesize the given product. Given the product [CH2:1]([NH:3][C:13](=[O:15])[C@@H:12]([NH:11][C:9](=[O:10])[O:8][CH2:4][CH2:7][CH2:19][CH3:20])[C@H:16]([OH:18])[CH3:17])[CH3:2], predict the reactants needed to synthesize it. The reactants are: [CH2:1]([NH3+:3])[CH3:2].[C:4]([O:8][C:9]([NH:11][C@@H:12]([C@H:16]([OH:18])[CH3:17])[C:13]([O-:15])=O)=[O:10])([CH3:7])(C)C.[CH2:19]([NH3+])[CH3:20].C1C=CC2N(O)N=NC=2C=1.C1CCC(N=C=NC2CCCCC2)CC1.